Dataset: Reaction yield outcomes from USPTO patents with 853,638 reactions. Task: Predict the reaction yield, written as a fraction of the theoretical maximum amount of product (1.0 means a 100% yield; for example, 0.34 means a 34% yield). (1) The reactants are [NH2:1][C:2]1[CH:11]=[CH:10][C:9]2[CH2:8][CH2:7][CH2:6][CH2:5][C:4]=2[C:3]=1[C:12]([O:14][CH3:15])=[O:13].[N+:16]([C:19]1[CH:24]=[CH:23][CH:22]=[CH:21][C:20]=1[S:25](Cl)(=[O:27])=[O:26])([O-:18])=[O:17]. The catalyst is N1C=CC=CC=1. The product is [N+:16]([C:19]1[CH:24]=[CH:23][CH:22]=[CH:21][C:20]=1[S:25]([NH:1][C:2]1[CH:11]=[CH:10][C:9]2[CH2:8][CH2:7][CH2:6][CH2:5][C:4]=2[C:3]=1[C:12]([O:14][CH3:15])=[O:13])(=[O:27])=[O:26])([O-:18])=[O:17]. The yield is 0.660. (2) The reactants are [Cl:1][C:2]1[CH:11]=[CH:10][C:9]2[C:8](O)=[N:7][C:6]([C:13]3[CH:18]=[CH:17][C:16]([O:19][CH3:20])=[CH:15][CH:14]=3)=[CH:5][C:4]=2[N:3]=1.P(Cl)(Cl)([Cl:23])=O. No catalyst specified. The product is [Cl:1][C:2]1[CH:11]=[CH:10][C:9]2[C:4](=[CH:5][C:6]([C:13]3[CH:18]=[CH:17][C:16]([O:19][CH3:20])=[CH:15][CH:14]=3)=[N:7][C:8]=2[Cl:23])[N:3]=1. The yield is 0.860. (3) The reactants are I[C:2]1[CH:3]=[C:4]([N:8]2[C:16]3[C:11](=[CH:12][CH:13]=[CH:14][CH:15]=3)[C:10]([C:17]([NH2:19])=[O:18])=[N:9]2)[CH:5]=[CH:6][CH:7]=1.[S:20]1[CH:24]=[CH:23][N:22]=[C:21]1[C@:25]([OH:29])([C:27]#[CH:28])[CH3:26]. No catalyst specified. The product is [OH:29][C@:25]([C:21]1[S:20][CH:24]=[CH:23][N:22]=1)([CH3:26])[C:27]#[C:28][C:2]1[CH:3]=[C:4]([N:8]2[C:16]3[C:11](=[CH:12][CH:13]=[CH:14][CH:15]=3)[C:10]([C:17]([NH2:19])=[O:18])=[N:9]2)[CH:5]=[CH:6][CH:7]=1. The yield is 0.460. (4) The product is [CH3:1][N:2]([C:20]1[CH:21]=[CH:22][CH:23]=[CH:24][N:25]=1)[CH2:3][CH2:4][O:5][C:6]1[CH:11]=[CH:10][C:9]([CH2:12][CH:13]2[S:19][C:17](=[O:18])[NH:16][C:14]2=[O:15])=[CH:8][CH:7]=1.[CH:27](/[C:26]([OH:33])=[O:32])=[CH:28]/[C:29]([OH:31])=[O:30]. The reactants are [CH3:1][N:2]([C:20]1[CH:21]=[CH:22][CH:23]=[CH:24][N:25]=1)[CH2:3][CH2:4][O:5][C:6]1[CH:7]=[CH:8][C:9]([CH2:12][CH:13]2[S:19][C:17](=[O:18])[NH:16][C:14]2=[O:15])=[CH:10][CH:11]=1.[C:26]([OH:33])(=[O:32])/[CH:27]=[CH:28]\[C:29]([OH:31])=[O:30]. The yield is 0.850. The catalyst is C(O)(C)C. (5) The reactants are C(O)C.Br[C:5]1[CH:6]=[C:7]([C:17]([NH:19][CH2:20][C:21]2[C:22](=[O:29])[NH:23][C:24]([CH3:28])=[CH:25][C:26]=2[CH3:27])=[O:18])[C:8]2[CH:9]=[CH:10][N:11]([CH:14]([CH3:16])[CH3:15])[C:12]=2[CH:13]=1. The catalyst is [Pd].O1CCCC1. The product is [CH3:27][C:26]1[CH:25]=[C:24]([CH3:28])[NH:23][C:22](=[O:29])[C:21]=1[CH2:20][NH:19][C:17]([C:7]1[C:8]2[CH:9]=[CH:10][N:11]([CH:14]([CH3:16])[CH3:15])[C:12]=2[CH:13]=[CH:5][CH:6]=1)=[O:18]. The yield is 0.600.